This data is from Forward reaction prediction with 1.9M reactions from USPTO patents (1976-2016). The task is: Predict the product of the given reaction. The product is: [C:12]([O:11][C:9](=[O:10])[NH:16][C:17]([CH3:20])([C:21]1[CH:26]=[CH:25][CH:24]=[C:23]([N+:27]([O-:29])=[O:28])[CH:22]=1)[CH2:18][OH:19])([CH3:13])([CH3:14])[CH3:15]. Given the reactants [C:12]([O:11][C:9](O[C:9]([O:11][C:12]([CH3:15])([CH3:14])[CH3:13])=[O:10])=[O:10])([CH3:15])([CH3:14])[CH3:13].[NH2:16][C:17]([C:21]1[CH:26]=[CH:25][CH:24]=[C:23]([N+:27]([O-:29])=[O:28])[CH:22]=1)([CH3:20])[CH2:18][OH:19].OS([O-])(=O)=O.[K+], predict the reaction product.